Dataset: CYP1A2 inhibition data for predicting drug metabolism from PubChem BioAssay. Task: Regression/Classification. Given a drug SMILES string, predict its absorption, distribution, metabolism, or excretion properties. Task type varies by dataset: regression for continuous measurements (e.g., permeability, clearance, half-life) or binary classification for categorical outcomes (e.g., BBB penetration, CYP inhibition). Dataset: cyp1a2_veith. (1) The drug is Cc1cc(Cc2cc(Cc3cc(C)cc(C(C)(C)C)c3O)c(C)cc2C)c(O)c(C(C)(C)C)c1. The result is 0 (non-inhibitor). (2) The drug is Cc1ncc(CSC(=N)N)n1Cc1ccccc1. The result is 0 (non-inhibitor). (3) The compound is N#Cc1c(-c2cccs2)nc(SCC(=O)c2cccs2)[nH]c1=O. The result is 1 (inhibitor). (4) The molecule is O=C(Nc1ncc2c(n1)-c1ccccc1CC2)c1ccc(Cl)cc1. The result is 1 (inhibitor). (5) The compound is Cc1ccc(C(=O)Nc2nc3ccccc3n3nnnc23)cc1. The result is 1 (inhibitor).